Dataset: Catalyst prediction with 721,799 reactions and 888 catalyst types from USPTO. Task: Predict which catalyst facilitates the given reaction. (1) Reactant: [CH3:1][O:2][C:3](=[O:15])[C:4]1[CH:9]=[C:8]([N+:10]([O-])=O)[C:7]([OH:13])=[C:6]([Cl:14])[CH:5]=1. Product: [CH3:1][O:2][C:3](=[O:15])[C:4]1[CH:5]=[C:6]([Cl:14])[C:7]([OH:13])=[C:8]([NH2:10])[CH:9]=1. The catalyst class is: 406. (2) Reactant: [P:1]([O-:12])([O:7][C:8]([CH3:11])([CH3:10])[CH3:9])[O:2][C:3]([CH3:6])([CH3:5])[CH3:4].[H-].[Na+].[N:15]1[C:24]2[C:19](=[CH:20][CH:21]=[CH:22][CH:23]=2)[CH:18]=[C:17]([CH:25]=[O:26])[CH:16]=1.O. Product: [C:3]([O:2][P:1]([CH:25]([OH:26])[C:17]1[CH:16]=[N:15][C:24]2[C:19]([CH:18]=1)=[CH:20][CH:21]=[CH:22][CH:23]=2)(=[O:12])[O:7][C:8]([CH3:11])([CH3:10])[CH3:9])([CH3:5])([CH3:6])[CH3:4]. The catalyst class is: 1. (3) Reactant: [O:1]([CH2:8][C:9]1[O:10][C:11]2[C:12](=[O:18])[NH:13][CH2:14][CH2:15][C:16]=2[N:17]=1)[C:2]1[CH:7]=[CH:6][CH:5]=[CH:4][CH:3]=1.Cl[C:20]1[N:25]=[C:24]([O:26][CH3:27])[C:23]([F:28])=[CH:22][N:21]=1.C(=O)([O-])[O-].[Cs+].[Cs+].C1(P(C2CCCCC2)C2C=CC=CC=2C2C(C(C)C)=CC(C(C)C)=CC=2C(C)C)CCCCC1. Product: [F:28][C:23]1[C:24]([O:26][CH3:27])=[N:25][C:20]([N:13]2[CH2:14][CH2:15][C:16]3[N:17]=[C:9]([CH2:8][O:1][C:2]4[CH:7]=[CH:6][CH:5]=[CH:4][CH:3]=4)[O:10][C:11]=3[C:12]2=[O:18])=[N:21][CH:22]=1. The catalyst class is: 160.